Dataset: NCI-60 drug combinations with 297,098 pairs across 59 cell lines. Task: Regression. Given two drug SMILES strings and cell line genomic features, predict the synergy score measuring deviation from expected non-interaction effect. (1) Drug 1: CCCCC(=O)OCC(=O)C1(CC(C2=C(C1)C(=C3C(=C2O)C(=O)C4=C(C3=O)C=CC=C4OC)O)OC5CC(C(C(O5)C)O)NC(=O)C(F)(F)F)O. Drug 2: CC1CCC2CC(C(=CC=CC=CC(CC(C(=O)C(C(C(=CC(C(=O)CC(OC(=O)C3CCCCN3C(=O)C(=O)C1(O2)O)C(C)CC4CCC(C(C4)OC)O)C)C)O)OC)C)C)C)OC. Cell line: SW-620. Synergy scores: CSS=45.0, Synergy_ZIP=9.36, Synergy_Bliss=8.65, Synergy_Loewe=7.65, Synergy_HSA=8.68. (2) Drug 1: CNC(=O)C1=CC=CC=C1SC2=CC3=C(C=C2)C(=NN3)C=CC4=CC=CC=N4. Drug 2: COC1=CC(=CC(=C1O)OC)C2C3C(COC3=O)C(C4=CC5=C(C=C24)OCO5)OC6C(C(C7C(O6)COC(O7)C8=CC=CS8)O)O. Cell line: SF-539. Synergy scores: CSS=41.9, Synergy_ZIP=-5.68, Synergy_Bliss=-1.60, Synergy_Loewe=-3.59, Synergy_HSA=1.98. (3) Drug 1: C1=NC2=C(N1)C(=S)N=C(N2)N. Drug 2: CCC1(CC2CC(C3=C(CCN(C2)C1)C4=CC=CC=C4N3)(C5=C(C=C6C(=C5)C78CCN9C7C(C=CC9)(C(C(C8N6C)(C(=O)OC)O)OC(=O)C)CC)OC)C(=O)OC)O.OS(=O)(=O)O. Cell line: NCI-H226. Synergy scores: CSS=32.6, Synergy_ZIP=-9.25, Synergy_Bliss=-3.58, Synergy_Loewe=-17.9, Synergy_HSA=-1.68. (4) Drug 1: CC1=CC=C(C=C1)C2=CC(=NN2C3=CC=C(C=C3)S(=O)(=O)N)C(F)(F)F. Drug 2: CC(C)(C#N)C1=CC(=CC(=C1)CN2C=NC=N2)C(C)(C)C#N. Cell line: RPMI-8226. Synergy scores: CSS=2.14, Synergy_ZIP=-2.21, Synergy_Bliss=-5.03, Synergy_Loewe=-1.01, Synergy_HSA=-5.25.